Dataset: Reaction yield outcomes from USPTO patents with 853,638 reactions. Task: Predict the reaction yield, written as a fraction of the theoretical maximum amount of product (1.0 means a 100% yield; for example, 0.34 means a 34% yield). (1) The reactants are Br[C:2]1[CH2:3][CH2:4][CH2:5][O:6][CH:7]=1.[Cl:8][C:9]1[CH:14]=[CH:13][C:12](B(O)O)=[CH:11][CH:10]=1.C(=O)([O-])[O-].[K+].[K+].C(O)C.O. The catalyst is C1(C)C=CC=CC=1.C1C=CC(P(C2C=CC=CC=2)[C-]2C=CC=C2)=CC=1.C1C=CC(P(C2C=CC=CC=2)[C-]2C=CC=C2)=CC=1.Cl[Pd]Cl.[Fe+2]. The product is [Cl:8][C:9]1[CH:14]=[CH:13][C:12]([C:2]2[CH2:3][CH2:4][CH2:5][O:6][CH:7]=2)=[CH:11][CH:10]=1. The yield is 0.588. (2) The reactants are [CH3:1][C@H:2]1[C:9]([S:10][C@@H:11]2[CH2:15][NH:14][C@H:13]([C:16]([N:18]([CH3:20])[CH3:19])=[O:17])[CH2:12]2)=[C:8]([C:21]([OH:23])=[O:22])[N:7]2[C@H:3]1[C@@H:4]([C@H:24]([OH:26])[CH3:25])[C:5]2=[O:6].O.O.O. The catalyst is CO. The product is [CH3:1][C@H:2]1[C:9]([S:10][C@@H:11]2[CH2:15][NH:14][C@H:13]([C:16]([N:18]([CH3:19])[CH3:20])=[O:17])[CH2:12]2)=[C:8]([C:21]([OH:23])=[O:22])[N:7]2[C@H:3]1[C@@H:4]([C@H:24]([OH:26])[CH3:25])[C:5]2=[O:6]. The yield is 0.980.